Dataset: Full USPTO retrosynthesis dataset with 1.9M reactions from patents (1976-2016). Task: Predict the reactants needed to synthesize the given product. (1) Given the product [Br:22][C:17]1[C:18]([CH3:21])=[N:19][O:20][C:16]=1[NH:15][S:2]([C:5]1[S:6][C:7]([C:10]#[C:11][CH2:12][CH2:13][CH3:14])=[CH:8][CH:9]=1)(=[O:4])=[O:3], predict the reactants needed to synthesize it. The reactants are: Cl[S:2]([C:5]1[S:6][C:7]([C:10]#[C:11][CH2:12][CH2:13][CH3:14])=[CH:8][CH:9]=1)(=[O:4])=[O:3].[NH2:15][C:16]1[O:20][N:19]=[C:18]([CH3:21])[C:17]=1[Br:22]. (2) Given the product [N:27]1[NH:31][N:32]=[N:33][C:26]=1[C:25]1[CH:24]=[C:23]([C:21]2[NH:20][C:18]3=[N:19][C:14]([N:10]4[CH2:11][CH2:12][CH2:13][C@@H:8]([C:6]([N:1]5[CH2:2][CH2:3][CH2:4][CH2:5]5)=[O:7])[CH2:9]4)=[CH:15][CH:16]=[C:17]3[N:22]=2)[CH:30]=[CH:29][CH:28]=1, predict the reactants needed to synthesize it. The reactants are: [N:1]1([C:6]([C@@H:8]2[CH2:13][CH2:12][CH2:11][N:10]([C:14]3[N:19]=[C:18]4[NH:20][C:21]([C:23]5[CH:24]=[C:25]([CH:28]=[CH:29][CH:30]=5)[C:26]#[N:27])=[N:22][C:17]4=[CH:16][CH:15]=3)[CH2:9]2)=[O:7])[CH2:5][CH2:4][CH2:3][CH2:2]1.[N-:31]=[N+:32]=[N-:33].[Na+].II. (3) Given the product [Br:17][C:9]1[CH:10]=[CH:11][N:6]([CH2:5][CH2:4][CH:1]2[CH2:3][CH2:2]2)[C:7](=[O:15])[C:8]=1[C:13]#[N:14], predict the reactants needed to synthesize it. The reactants are: [CH:1]1([CH2:4][CH2:5][N:6]2[CH:11]=[CH:10][C:9](O)=[C:8]([C:13]#[N:14])[C:7]2=[O:15])[CH2:3][CH2:2]1.O(Br)[Br:17].[P+3]. (4) The reactants are: [CH3:1][N:2]([CH3:8])[C@H:3]1[CH2:7][CH2:6][NH:5][CH2:4]1.C(N(CC)CC)C.[Br:16][C:17]1[C:18](F)=[C:19]2[O:23][C:22]([CH:24]3[CH2:26][CH2:25]3)=[N:21][C:20]2=[C:27]([C:30]#[N:31])[C:28]=1[CH3:29]. Given the product [Br:16][C:17]1[C:18]([N:5]2[CH2:6][CH2:7][C@H:3]([N:2]([CH3:8])[CH3:1])[CH2:4]2)=[C:19]2[O:23][C:22]([CH:24]3[CH2:25][CH2:26]3)=[N:21][C:20]2=[C:27]([C:30]#[N:31])[C:28]=1[CH3:29], predict the reactants needed to synthesize it. (5) Given the product [C:1]([N:4]1[C:13]2[C:12]3[N:14]=[C:15]([CH3:18])[N:16]([CH3:17])[C:11]=3[CH:10]=[CH:9][C:8]=2[C@@H:7]([O:39][CH2:38][CH:35]2[CH2:37][CH2:36]2)[C@H:6]([OH:19])[C@H:5]1[C:20]1[CH:25]=[CH:24][CH:23]=[CH:22][CH:21]=1)(=[O:3])[CH3:2], predict the reactants needed to synthesize it. The reactants are: [C:1]([N:4]1[C:13]2[C:12]3[N:14]=[C:15]([CH3:18])[N:16]([CH3:17])[C:11]=3[CH:10]=[CH:9][C:8]=2[C@@H:7]2[O:19][C@@H:6]2[C@H:5]1[C:20]1[CH:25]=[CH:24][CH:23]=[CH:22][CH:21]=1)(=[O:3])[CH3:2].P(=O)(O)(O)O.C(=O)([O-])O.[CH:35]1([CH2:38][OH:39])[CH2:37][CH2:36]1. (6) Given the product [C:3]([O:7][C:8](=[O:24])[NH:9][CH2:10][CH2:11][N:12]([SH:23])[C:13]1[CH:18]=[C:17]([CH3:19])[CH:16]=[CH:15][C:14]=1[NH2:20])([CH3:6])([CH3:4])[CH3:5], predict the reactants needed to synthesize it. The reactants are: CO.[C:3]([O:7][C:8](=[O:24])[NH:9][CH2:10][CH2:11][N:12]([SH:23])[C:13]1[CH:18]=[C:17]([CH3:19])[CH:16]=[CH:15][C:14]=1[N+:20]([O-])=O)([CH3:6])([CH3:5])[CH3:4].[BH4-].[Na+].C(OCC)(=O)C.